Predict the product of the given reaction. From a dataset of Forward reaction prediction with 1.9M reactions from USPTO patents (1976-2016). (1) The product is: [OH:14][C:7]1([CH2:20][N+:17]([O-:19])=[O:18])[C:6]2[C:10](=[CH:11][CH:12]=[C:4]([O:3][C:2]([F:1])([F:15])[F:16])[CH:5]=2)[NH:9][C:8]1=[O:13]. Given the reactants [F:1][C:2]([F:16])([F:15])[O:3][C:4]1[CH:5]=[C:6]2[C:10](=[CH:11][CH:12]=1)[NH:9][C:8](=[O:13])[C:7]2=[O:14].[N+:17]([CH3:20])([O-:19])=[O:18], predict the reaction product. (2) Given the reactants [CH3:1][C:2]1[N:7]=[CH:6][C:5]([C:8]2[CH:12]=[CH:11][O:10][N:9]=2)=[CH:4][CH:3]=1.C(Cl)(Cl)(Cl)[Cl:14].ClN1C(=O)CCC1=O, predict the reaction product. The product is: [Cl:14][CH2:1][C:2]1[N:7]=[CH:6][C:5]([C:8]2[CH:12]=[CH:11][O:10][N:9]=2)=[CH:4][CH:3]=1.